From a dataset of Reaction yield outcomes from USPTO patents with 853,638 reactions. Predict the reaction yield, written as a fraction of the theoretical maximum amount of product (1.0 means a 100% yield; for example, 0.34 means a 34% yield). (1) The reactants are C1C=CC(P(C2C=CC=CC=2)C2C=CC=CC=2)=CC=1.CCN(CC)CC.I[C:28]1[CH:44]=[C:43]([O:45][CH3:46])[C:42]([O:47][CH3:48])=[CH:41][C:29]=1[C:30]([NH:32][CH2:33]/[CH:34]=[CH:35]\[C:36]([O:38][CH2:39][CH3:40])=[O:37])=[O:31]. The catalyst is CC#N.CC([O-])=O.CC([O-])=O.[Pd+2]. The product is [CH3:46][O:45][C:43]1[CH:44]=[C:28]2[C:29](=[CH:41][C:42]=1[O:47][CH3:48])[C:30](=[O:31])[NH:32][CH2:33]/[C:34]/2=[CH:35]\[C:36]([O:38][CH2:39][CH3:40])=[O:37]. The yield is 0.830. (2) No catalyst specified. The yield is 0.750. The reactants are [CH3:1][O:2][C:3]1[CH:30]=[CH:29][CH:28]=[CH:27][C:4]=1[C:5]([C:7]1[CH:12]=[CH:11][C:10]([CH3:13])=[CH:9][C:8]=1[NH:14][C:15](=[O:26])[NH:16][C:17]1[S:18][CH:19]=[C:20]([CH2:22][C:23]([OH:25])=O)[N:21]=1)=[O:6].[CH3:31][NH2:32].C1COCC1. The product is [CH3:1][O:2][C:3]1[CH:30]=[CH:29][CH:28]=[CH:27][C:4]=1[C:5]([C:7]1[CH:12]=[CH:11][C:10]([CH3:13])=[CH:9][C:8]=1[NH:14][C:15](=[O:26])[NH:16][C:17]1[S:18][CH:19]=[C:20]([CH2:22][C:23]([NH:32][CH3:31])=[O:25])[N:21]=1)=[O:6]. (3) The reactants are [NH2:1][C:2]1[CH:9]=[CH:8][C:7]([Br:10])=[CH:6][C:3]=1[C:4]#[N:5].CS(C)=[O:13].OO.[OH-].[Na+]. The catalyst is CO.O. The product is [NH2:1][C:2]1[CH:9]=[CH:8][C:7]([Br:10])=[CH:6][C:3]=1[C:4]([NH2:5])=[O:13]. The yield is 0.600. (4) The reactants are C([O:3][C:4]([C:6]1[C:7]([C:11]2[CH:16]=[CH:15][C:14]([Cl:17])=[CH:13][CH:12]=2)=[N:8][O:9][CH:10]=1)=[O:5])C.C(OC(C1C(C2C=CC(F)=CC=2)=NOC=1)=O)C. No catalyst specified. The product is [Cl:17][C:14]1[CH:13]=[CH:12][C:11]([C:7]2[C:6]([C:4]([OH:5])=[O:3])=[CH:10][O:9][N:8]=2)=[CH:16][CH:15]=1. The yield is 0.920. (5) The reactants are Br[C:2]1[CH:3]=[C:4]([C:8]2[CH:13]=[CH:12][CH:11]=[CH:10][N:9]=2)[CH:5]=[CH:6][CH:7]=1.CC(C)([O-])C.[Na+].[NH2:20][C:21]1[CH:26]=[CH:25][CH:24]=[CH:23][CH:22]=1.ClCCl. The catalyst is C1(C)C(C)=CC=CC=1.C1C=CC(/C=C/C(/C=C/C2C=CC=CC=2)=O)=CC=1.C1C=CC(/C=C/C(/C=C/C2C=CC=CC=2)=O)=CC=1.C1C=CC(/C=C/C(/C=C/C2C=CC=CC=2)=O)=CC=1.[Pd].[Pd].C1(P(C2CCCCC2)C2C=CC=CC=2C2C(OC)=CC=CC=2OC)CCCCC1. The product is [C:21]1([NH:20][C:2]2[CH:7]=[CH:6][CH:5]=[C:4]([C:8]3[CH:13]=[CH:12][CH:11]=[CH:10][N:9]=3)[CH:3]=2)[CH:26]=[CH:25][CH:24]=[CH:23][CH:22]=1. The yield is 0.860. (6) The reactants are [CH3:1][O:2][C:3]1[CH:9]=[CH:8][CH:7]=[CH:6][C:4]=1[NH2:5].[Cl:10][C:11]1[N:16]=[CH:15][C:14]2[C:17](I)=[N:18][N:19]([C:20]([C:33]3[CH:38]=[CH:37][CH:36]=[CH:35][CH:34]=3)([C:27]3[CH:32]=[CH:31][CH:30]=[CH:29][CH:28]=3)[C:21]3[CH:26]=[CH:25][CH:24]=[CH:23][CH:22]=3)[C:13]=2[CH:12]=1.C([O-])([O-])=O.[Cs+].[Cs+]. The catalyst is C1(C)C=CC=CC=1.CC(C1C=C(C(C)C)C(C2C(P(C3CCCCC3)C3CCCCC3)=CC=CC=2)=C(C(C)C)C=1)C.C1C=[C-]C(CCN)=CC=1.Cl[Pd+]. The product is [Cl:10][C:11]1[N:16]=[CH:15][C:14]2[C:17]([NH:5][C:4]3[CH:6]=[CH:7][CH:8]=[CH:9][C:3]=3[O:2][CH3:1])=[N:18][N:19]([C:20]([C:21]3[CH:22]=[CH:23][CH:24]=[CH:25][CH:26]=3)([C:27]3[CH:28]=[CH:29][CH:30]=[CH:31][CH:32]=3)[C:33]3[CH:38]=[CH:37][CH:36]=[CH:35][CH:34]=3)[C:13]=2[CH:12]=1. The yield is 0.770. (7) The reactants are [O:1]1[C:5]2[CH:6]=[CH:7][C:8]([C:10]3[CH:15]=[C:14]([C:16]4[CH:21]=[CH:20][CH:19]=[CH:18][CH:17]=4)[N:13]=[C:12]([O:22][CH2:23][CH2:24][CH2:25][CH2:26][CH2:27][O:28][Si](C)(C)C(C)(C)C)[CH:11]=3)=[CH:9][C:4]=2[O:3][CH2:2]1. The catalyst is C(OCC)(=O)C.[Pd]. The product is [O:1]1[C:5]2[CH:6]=[CH:7][C:8]([C:10]3[CH:15]=[C:14]([C:16]4[CH:21]=[CH:20][CH:19]=[CH:18][CH:17]=4)[N:13]=[C:12]([O:22][CH2:23][CH2:24][CH2:25][CH2:26][CH2:27][OH:28])[CH:11]=3)=[CH:9][C:4]=2[O:3][CH2:2]1. The yield is 0.530. (8) The reactants are [CH:1]([O:4][C:5](=[O:15])[C:6]1[C:7](=[CH:11][CH:12]=[CH:13][CH:14]=1)[C:8]([O-])=O)([CH3:3])[CH3:2].[K+].N1C2C(=CC=C3C=2N=CC=C3)C=CC=1.ClC1[CH:37]=[CH:36][C:35]([C:38]([F:41])([F:40])[F:39])=[CH:34][CH:33]=1. The product is [F:39][C:38]([F:41])([F:40])[C:35]1[CH:36]=[CH:37][C:8]([C:7]2[C:6]([C:5]([O:4][CH:1]([CH3:3])[CH3:2])=[O:15])=[CH:14][CH:13]=[CH:12][CH:11]=2)=[CH:33][CH:34]=1. The yield is 0.790. The catalyst is [Cu]=O.C/C(/[O-])=C/C(C)=O.C/C(/[O-])=C/C(C)=O.[Pd+2].C1(C)C=C(C)C=C(C)C=1.CN1C(=O)CCC1. (9) The reactants are [CH2:1]([N:8]1[CH:12]=[C:11]([CH2:13][C:14]([O:16][CH2:17][CH3:18])=[O:15])[C:10]([OH:19])=[N:9]1)[C:2]1[CH:7]=[CH:6][CH:5]=[CH:4][CH:3]=1.Cl[CH2:21][C:22]1[CH:41]=[CH:40][C:25]([O:26][CH2:27][C:28]2[N:29]=[C:30]([C:34]3[CH:39]=[CH:38][CH:37]=[CH:36][CH:35]=3)[O:31][C:32]=2[CH3:33])=[CH:24][CH:23]=1.C(=O)([O-])[O-].[K+].[K+].CN(C)C=O. The catalyst is O. The product is [CH2:1]([N:8]1[CH:12]=[C:11]([CH2:13][C:14]([O:16][CH2:17][CH3:18])=[O:15])[C:10]([O:19][CH2:21][C:22]2[CH:23]=[CH:24][C:25]([O:26][CH2:27][C:28]3[N:29]=[C:30]([C:34]4[CH:39]=[CH:38][CH:37]=[CH:36][CH:35]=4)[O:31][C:32]=3[CH3:33])=[CH:40][CH:41]=2)=[N:9]1)[C:2]1[CH:3]=[CH:4][CH:5]=[CH:6][CH:7]=1. The yield is 0.680.